Predict the reactants needed to synthesize the given product. From a dataset of Full USPTO retrosynthesis dataset with 1.9M reactions from patents (1976-2016). Given the product [Cl:1][C:2]1[S:6][C:5]([C:7]2[N:8]=[C:9]([N:16]3[C:17]4[CH:22]=[CH:21][C:20]([CH2:23][C:24]([OH:26])=[O:25])=[CH:19][C:18]=4[O:27][C:33]3=[O:34])[C:10]3[CH2:15][CH2:14][CH2:13][C:11]=3[N:12]=2)=[CH:4][CH:3]=1, predict the reactants needed to synthesize it. The reactants are: [Cl:1][C:2]1[S:6][C:5]([C:7]2[N:8]=[C:9]([NH:16][C:17]3[CH:22]=[CH:21][C:20]([CH2:23][C:24]([OH:26])=[O:25])=[CH:19][C:18]=3[OH:27])[C:10]3[CH2:15][CH2:14][CH2:13][C:11]=3[N:12]=2)=[CH:4][CH:3]=1.C1N=CN([C:33](N2C=NC=C2)=[O:34])C=1.O.FC(F)(F)C(O)=O.